Dataset: Full USPTO retrosynthesis dataset with 1.9M reactions from patents (1976-2016). Task: Predict the reactants needed to synthesize the given product. The reactants are: [F:1][C:2]1[CH:23]=[C:22]([N:24]2[CH:28]=[C:27]([CH3:29])[CH:26]=[N:25]2)[CH:21]=[CH:20][C:3]=1[O:4][CH2:5][CH:6]1[CH:11]([NH:12]C(=O)OC(C)(C)C)[CH2:10][CH2:9][O:8][CH2:7]1.[ClH:30].CCO. Given the product [ClH:30].[F:1][C:2]1[CH:23]=[C:22]([N:24]2[CH:28]=[C:27]([CH3:29])[CH:26]=[N:25]2)[CH:21]=[CH:20][C:3]=1[O:4][CH2:5][CH:6]1[CH:11]([NH2:12])[CH2:10][CH2:9][O:8][CH2:7]1, predict the reactants needed to synthesize it.